The task is: Binary Classification. Given a T-cell receptor sequence (or CDR3 region) and an epitope sequence, predict whether binding occurs between them.. This data is from TCR-epitope binding with 47,182 pairs between 192 epitopes and 23,139 TCRs. (1) The epitope is AVFDRKSDAK. The TCR CDR3 sequence is CASSFRTTTYNEQFF. Result: 1 (the TCR binds to the epitope). (2) The epitope is GVAMPNLYK. The TCR CDR3 sequence is CASSFKAGGVADTQYF. Result: 1 (the TCR binds to the epitope). (3) The TCR CDR3 sequence is CASSEFPLGSYNEQFF. The epitope is SGPLKAEIAQRLED. Result: 0 (the TCR does not bind to the epitope). (4) The epitope is GILGFVFTL. The TCR CDR3 sequence is CASSIRSNGEQFF. Result: 1 (the TCR binds to the epitope).